Dataset: Catalyst prediction with 721,799 reactions and 888 catalyst types from USPTO. Task: Predict which catalyst facilitates the given reaction. Reactant: [F:1][C:2]1[CH:3]=[CH:4][C:5]([O:24][CH3:25])=[C:6]([C:8]2[C:9]3[CH2:10][CH2:11][N:12]([CH3:23])[CH2:13][C:14]=3[C:15]3[NH:20][C:19](=[O:21])[C:18](=O)[C:16]=3[CH:17]=2)[CH:7]=1.Cl.[NH2:27][OH:28].C([O-])(=O)C.[Na+]. Product: [F:1][C:2]1[CH:3]=[CH:4][C:5]([O:24][CH3:25])=[C:6]([C:8]2[C:9]3[CH2:10][CH2:11][N:12]([CH3:23])[CH2:13][C:14]=3[C:15]3[NH:20][C:19](=[O:21])[C:18](=[N:27][OH:28])[C:16]=3[CH:17]=2)[CH:7]=1. The catalyst class is: 5.